From a dataset of NCI-60 drug combinations with 297,098 pairs across 59 cell lines. Regression. Given two drug SMILES strings and cell line genomic features, predict the synergy score measuring deviation from expected non-interaction effect. (1) Drug 1: CCCCC(=O)OCC(=O)C1(CC(C2=C(C1)C(=C3C(=C2O)C(=O)C4=C(C3=O)C=CC=C4OC)O)OC5CC(C(C(O5)C)O)NC(=O)C(F)(F)F)O. Drug 2: N.N.Cl[Pt+2]Cl. Cell line: HT29. Synergy scores: CSS=48.8, Synergy_ZIP=8.88, Synergy_Bliss=11.1, Synergy_Loewe=-2.80, Synergy_HSA=9.72. (2) Drug 1: C1=NC(=NC(=O)N1C2C(C(C(O2)CO)O)O)N. Drug 2: C1=CC=C(C=C1)NC(=O)CCCCCCC(=O)NO. Cell line: UACC-257. Synergy scores: CSS=13.5, Synergy_ZIP=-7.84, Synergy_Bliss=1.24, Synergy_Loewe=-7.29, Synergy_HSA=1.17. (3) Drug 1: C1=NC2=C(N=C(N=C2N1C3C(C(C(O3)CO)O)O)F)N. Drug 2: C1CN(P(=O)(OC1)NCCCl)CCCl. Cell line: HCT116. Synergy scores: CSS=16.1, Synergy_ZIP=-3.86, Synergy_Bliss=-2.65, Synergy_Loewe=-6.51, Synergy_HSA=-3.82. (4) Drug 1: CN1C2=C(C=C(C=C2)N(CCCl)CCCl)N=C1CCCC(=O)O.Cl. Drug 2: CC12CCC3C(C1CCC2OP(=O)(O)O)CCC4=C3C=CC(=C4)OC(=O)N(CCCl)CCCl.[Na+]. Cell line: 786-0. Synergy scores: CSS=2.62, Synergy_ZIP=-0.430, Synergy_Bliss=0.200, Synergy_Loewe=-1.17, Synergy_HSA=-0.457.